From a dataset of Forward reaction prediction with 1.9M reactions from USPTO patents (1976-2016). Predict the product of the given reaction. (1) Given the reactants Cl[C:2]1[N:7]=[C:6]([CH:8]([CH:11]2[N:15]([CH2:16][CH3:17])[C:14]3[CH:18]=[CH:19][CH:20]=[CH:21][C:13]=3[NH:12]2)[C:9]#[N:10])[CH:5]=[CH:4][N:3]=1.[CH:22]1([NH2:26])[CH2:25][CH2:24][CH2:23]1, predict the reaction product. The product is: [CH:22]1([NH:26][C:2]2[N:7]=[C:6](/[C:8](=[C:11]3\[NH:12][C:13]4[CH:21]=[CH:20][CH:19]=[CH:18][C:14]=4[N:15]\3[CH2:16][CH3:17])/[C:9]#[N:10])[CH:5]=[CH:4][N:3]=2)[CH2:25][CH2:24][CH2:23]1. (2) The product is: [NH2:1][C:2]1[CH:7]=[CH:6][C:5]([C:8]2[CH2:9][C@@H:10]3[N:16]([CH:17]=2)[C:15](=[O:18])[C:14]2[CH:19]=[C:20]([O:61][CH3:62])[C:21]([O:23][CH2:24][CH2:25][CH2:26][O:27][C:28]4[C:58]([O:59][CH3:60])=[CH:57][C:31]5[C:32](=[O:56])[N:33]6[CH:48]=[C:47]([CH:79]=[CH:78][C:72]7[CH:77]=[CH:76][CH:75]=[CH:74][CH:73]=7)[CH2:46][C@H:34]6[C:35](=[O:45])[N:36]([CH2:37][O:38][CH2:39][CH2:40][Si:41]([CH3:44])([CH3:43])[CH3:42])[C:30]=5[CH:29]=4)=[CH:22][C:13]=2[N:12]([CH2:63][O:64][CH2:65][CH2:66][Si:67]([CH3:70])([CH3:69])[CH3:68])[C:11]3=[O:71])=[CH:4][CH:3]=1. Given the reactants [NH2:1][C:2]1[CH:7]=[CH:6][C:5]([C:8]2[CH2:9][C@@H:10]3[N:16]([CH:17]=2)[C:15](=[O:18])[C:14]2[CH:19]=[C:20]([O:61][CH3:62])[C:21]([O:23][CH2:24][CH2:25][CH2:26][O:27][C:28]4[C:58]([O:59][CH3:60])=[CH:57][C:31]5[C:32](=[O:56])[N:33]6[CH:48]=[C:47](S(C(F)(F)F)(=O)=O)[CH2:46][C@H:34]6[C:35](=[O:45])[N:36]([CH2:37][O:38][CH2:39][CH2:40][Si:41]([CH3:44])([CH3:43])[CH3:42])[C:30]=5[CH:29]=4)=[CH:22][C:13]=2[N:12]([CH2:63][O:64][CH2:65][CH2:66][Si:67]([CH3:70])([CH3:69])[CH3:68])[C:11]3=[O:71])=[CH:4][CH:3]=1.[C:72]1(/[CH:78]=[CH:79]/B(O)O)[CH:77]=[CH:76][CH:75]=[CH:74][CH:73]=1.C(N(CC)CC)C, predict the reaction product. (3) Given the reactants [Si:1]([O:8][CH:9]1[CH2:13][CH2:12][N:11]([CH2:14][CH:15]([N:24]([CH3:35])[C:25](=[O:34])[O:26][CH2:27][C:28]2[CH:33]=[CH:32][CH:31]=[CH:30][CH:29]=2)[C:16]2[CH:21]=[CH:20][CH:19]=[C:18]([C:22]#[N:23])[CH:17]=2)[CH2:10]1)([C:4]([CH3:7])([CH3:6])[CH3:5])([CH3:3])[CH3:2].[NH2:36][OH:37].Cl.C(N(CC)CC)C, predict the reaction product. The product is: [CH2:27]([O:26][C:25](=[O:34])[N:24]([C@@H:15]([C:16]1[CH:21]=[CH:20][CH:19]=[C:18]([C:22](=[NH:23])[NH:36][OH:37])[CH:17]=1)[CH2:14][N:11]1[CH2:12][CH2:13][C@H:9]([O:8][Si:1]([C:4]([CH3:7])([CH3:6])[CH3:5])([CH3:3])[CH3:2])[CH2:10]1)[CH3:35])[C:28]1[CH:33]=[CH:32][CH:31]=[CH:30][CH:29]=1. (4) The product is: [F:9][C:10]1[CH:17]=[CH:16][CH:15]=[C:14]([F:18])[C:11]=1[CH:12]([NH:5][CH2:1][CH:2]([CH3:4])[CH3:3])[C:6]#[N:7]. Given the reactants [CH2:1]([NH2:5])[CH:2]([CH3:4])[CH3:3].[C-:6]#[N:7].[Na+].[F:9][C:10]1[CH:17]=[CH:16][CH:15]=[C:14]([F:18])[C:11]=1[CH:12]=O, predict the reaction product. (5) Given the reactants C([C@@H](N[C@@H](CC(C)C)C(O)=O)C[C:6]1[C:14]2[C:9](=[CH:10][CH:11]=[CH:12][CH:13]=2)[N:8](CC2C=C(Cl)C=C(Cl)C=2)[CH:7]=1)(O)=O.O.O.[OH-].[Li+], predict the reaction product. The product is: [NH:8]1[C:9]2[C:14](=[CH:13][CH:12]=[CH:11][CH:10]=2)[CH:6]=[CH:7]1. (6) Given the reactants [F:1][C:2]([F:13])([F:12])[C@H:3]1[CH2:8][CH2:7][C@H:6]([C:9](O)=[O:10])[CH2:5][CH2:4]1.S(Cl)([Cl:16])=O.CN(C=O)C, predict the reaction product. The product is: [F:1][C:2]([F:13])([F:12])[C@H:3]1[CH2:8][CH2:7][C@H:6]([C:9]([Cl:16])=[O:10])[CH2:5][CH2:4]1. (7) Given the reactants [H-].[Na+].[C:3]([O:11][C:12]([CH3:15])(C)C)(=[O:10])[CH2:4][C:5](OCC)=O.BrC1[CH:18]=[CH:19][C:20]([N+:23]([O-:25])=[O:24])=[N:21][CH:22]=1.C(O)(C(F)(F)F)=O, predict the reaction product. The product is: [N+:23]([C:20]1[N:21]=[CH:22][C:5]([CH2:4][C:3]([O:11][CH2:12][CH3:15])=[O:10])=[CH:18][CH:19]=1)([O-:25])=[O:24]. (8) Given the reactants CN(C)C(N(C)C)=N.[CH3:9][O:10][C:11](=[O:42])[CH:12](P(OC)(OC)=O)[NH:13][C:14](=[O:35])[C:15]1[CH:20]=[CH:19][C:18]([C:21]([NH:23][CH2:24][C:25]2[CH:33]=[C:32]3[C:28]([CH:29]=[CH:30][NH:31]3)=[CH:27][CH:26]=2)=[O:22])=[CH:17][C:16]=1[Cl:34].[N:43]1[C:52]2[C:47](=[CH:48][CH:49]=[CH:50][CH:51]=2)[CH:46]=[C:45]([CH:53]=O)[CH:44]=1, predict the reaction product. The product is: [CH3:9][O:10][C:11](=[O:42])/[C:12](/[NH:13][C:14](=[O:35])[C:15]1[CH:20]=[CH:19][C:18]([C:21]([NH:23][CH2:24][C:25]2[CH:33]=[C:32]3[C:28]([CH:29]=[CH:30][NH:31]3)=[CH:27][CH:26]=2)=[O:22])=[CH:17][C:16]=1[Cl:34])=[CH:53]/[C:45]1[CH:44]=[N:43][C:52]2[C:47]([CH:46]=1)=[CH:48][CH:49]=[CH:50][CH:51]=2. (9) Given the reactants [OH:1][CH:2]1[CH2:6][CH2:5][N:4]([C:7]2[CH:8]=[CH:9][C:10]([CH3:27])=[C:11]([N:13]3[CH2:18][CH2:17][N:16](C(OC(C)(C)C)=O)[CH2:15][C:14]3=[O:26])[CH:12]=2)[CH2:3]1.FC(F)(F)C(O)=O, predict the reaction product. The product is: [OH:1][CH:2]1[CH2:6][CH2:5][N:4]([C:7]2[CH:8]=[CH:9][C:10]([CH3:27])=[C:11]([N:13]3[CH2:18][CH2:17][NH:16][CH2:15][C:14]3=[O:26])[CH:12]=2)[CH2:3]1. (10) Given the reactants [H-].[Al+3].[Li+].[H-].[H-].[H-].[C:7]([N:10]1[CH2:14][CH2:13][C@H:12]([CH2:15][NH2:16])[CH2:11]1)(=O)[CH3:8].C(O)C, predict the reaction product. The product is: [CH2:7]([N:10]1[CH2:14][CH2:13][C@H:12]([CH2:15][NH2:16])[CH2:11]1)[CH3:8].